The task is: Predict which catalyst facilitates the given reaction.. This data is from Catalyst prediction with 721,799 reactions and 888 catalyst types from USPTO. (1) Reactant: [NH2:1][C:2]1[N:7]=[CH:6][N:5]=[C:4]([NH:8][CH:9]([C:11]2[CH:12]=[C:13]3[N:18]([C:19]=2[C:20]2[CH2:21][CH2:22][N:23](C(OC(C)(C)C)=O)[CH2:24][CH:25]=2)[CH:17]=[CH:16][CH:15]=[CH:14]3)[CH3:10])[C:3]=1[C:33]#[N:34].FC(F)(F)C(O)=O. Product: [NH2:1][C:2]1[C:3]([C:33]#[N:34])=[C:4]([NH:8][CH:9]([C:11]2[CH:12]=[C:13]3[N:18]([C:19]=2[C:20]2[CH2:21][CH2:22][NH:23][CH2:24][CH:25]=2)[CH:17]=[CH:16][CH:15]=[CH:14]3)[CH3:10])[N:5]=[CH:6][N:7]=1. The catalyst class is: 2. (2) Reactant: [OH:1][CH2:2][CH:3]1[NH:8][C:7](=[O:9])[CH2:6][CH2:5][CH2:4]1.CCN(CC)CC.[S:17](Cl)([CH3:20])(=[O:19])=[O:18]. Product: [CH3:20][S:17]([O:1][CH2:2][CH:3]1[CH2:4][CH2:5][CH2:6][C:7](=[O:9])[NH:8]1)(=[O:19])=[O:18]. The catalyst class is: 2. (3) Reactant: C([O:3][C:4]([C:6]1[S:10][C:9]([C:11]2[CH:16]=[N:15][CH:14]=[C:13]([N:17]([CH2:19][CH2:20][O:21][C:22]3[CH:27]=[CH:26][C:25]([F:28])=[CH:24][CH:23]=3)[CH3:18])[N:12]=2)=[N:8][C:7]=1[CH3:29])=[O:5])C.[OH-].[Na+]. Product: [F:28][C:25]1[CH:24]=[CH:23][C:22]([O:21][CH2:20][CH2:19][N:17]([CH3:18])[C:13]2[N:12]=[C:11]([C:9]3[S:10][C:6]([C:4]([OH:5])=[O:3])=[C:7]([CH3:29])[N:8]=3)[CH:16]=[N:15][CH:14]=2)=[CH:27][CH:26]=1. The catalyst class is: 7. (4) Reactant: [CH3:1][O:2][CH2:3][CH2:4][CH2:5][CH2:6][N:7]1[C:15]2[C:14](=[O:16])[CH2:13][CH2:12][CH2:11][C:10]=2[CH:9]=[C:8]1[C:17]([N:19]([CH2:41][CH:42]([CH3:44])[CH3:43])[C@H:20]1[CH2:25][C@@H:24]([C:26]([N:28]2[CH2:33][CH2:32][O:31][CH2:30][CH2:29]2)=[O:27])[CH2:23][N:22](C(OC(C)(C)C)=O)[CH2:21]1)=[O:18].C(OCC)(=O)C.[ClH:51]. Product: [ClH:51].[CH3:1][O:2][CH2:3][CH2:4][CH2:5][CH2:6][N:7]1[C:15]2[C:14](=[O:16])[CH2:13][CH2:12][CH2:11][C:10]=2[CH:9]=[C:8]1[C:17]([N:19]([CH2:41][CH:42]([CH3:44])[CH3:43])[C@H:20]1[CH2:25][C@@H:24]([C:26]([N:28]2[CH2:29][CH2:30][O:31][CH2:32][CH2:33]2)=[O:27])[CH2:23][NH:22][CH2:21]1)=[O:18]. The catalyst class is: 13. (5) Reactant: [F:1][C:2]1[CH:3]=[C:4]([NH:9][CH:10]([C:22]2[CH:27]=[CH:26][CH:25]=[CH:24][CH:23]=2)[C:11]([O:13][C@@H:14]2[CH:19]3[CH2:20][CH2:21][N:16]([CH2:17][CH2:18]3)[CH2:15]2)=[O:12])[CH:5]=[CH:6][C:7]=1[CH3:8].[Br:28][CH2:29][C:30]([C:32]1[CH:37]=[CH:36][CH:35]=[CH:34][CH:33]=1)=[O:31]. Product: [Br-:28].[F:1][C:2]1[CH:3]=[C:4]([NH:9][CH:10]([C:22]2[CH:23]=[CH:24][CH:25]=[CH:26][CH:27]=2)[C:11]([O:13][C@@H:14]2[CH:19]3[CH2:20][CH2:21][N+:16]([CH2:29][C:30](=[O:31])[C:32]4[CH:37]=[CH:36][CH:35]=[CH:34][CH:33]=4)([CH2:17][CH2:18]3)[CH2:15]2)=[O:12])[CH:5]=[CH:6][C:7]=1[CH3:8]. The catalyst class is: 10. (6) Reactant: C([O-])([O-])=O.[K+].[K+].[C:7]([OH:13])(=[O:12])[CH2:8][CH2:9][CH:10]=[CH2:11].[CH2:14](Br)[C:15]1[CH:20]=[CH:19][CH:18]=[CH:17][CH:16]=1. Product: [C:7]([O:13][CH2:14][C:15]1[CH:20]=[CH:19][CH:18]=[CH:17][CH:16]=1)(=[O:12])[CH2:8][CH2:9][CH:10]=[CH2:11]. The catalyst class is: 18. (7) Reactant: [NH2:1][C:2]1[CH:7]=[CH:6][CH:5]=[CH:4][C:3]=1[NH:8][C:9]([NH:11][C:12]1[CH:17]=[CH:16][C:15]([CH3:18])=[CH:14][CH:13]=1)=[S:10].[C:19](N1C=CN=C1)(N1C=CN=C1)=[S:20]. Product: [C:15]1([CH3:18])[CH:14]=[CH:13][C:12]([NH:11][C:9]([N:8]2[C:3]3[CH:4]=[CH:5][CH:6]=[CH:7][C:2]=3[NH:1][C:19]2=[S:20])=[S:10])=[CH:17][CH:16]=1. The catalyst class is: 48. (8) Reactant: Cl[C:2]1[N:7]=[C:6]([Cl:8])[C:5]([C:9]#[N:10])=[C:4](Cl)[N:3]=1.C([N:14]([CH:18]([CH3:20])[CH3:19])C(C)C)C.[CH:21]1([NH2:24])[CH2:23][CH2:22]1. Product: [Cl:8][C:6]1[C:5]([C:9]#[N:10])=[C:4]([NH:24][CH:21]2[CH2:23][CH2:22]2)[N:3]=[C:2]([NH:14][CH:18]2[CH2:19][CH2:20]2)[N:7]=1. The catalyst class is: 12. (9) Reactant: [H-].[Na+].[Cl:3][C:4]1[CH:31]=[C:30]([F:32])[C:7]([O:8][C:9]([C:12]2[N:13]([CH:27]([CH3:29])[CH3:28])[C:14]([C:17]3[CH:18]=[C:19]4[C:23](=[CH:24][CH:25]=3)[C:22](=[O:26])[NH:21][CH2:20]4)=[N:15][N:16]=2)([CH3:11])[CH3:10])=[C:6]([F:33])[CH:5]=1.I[CH3:35]. Product: [Cl:3][C:4]1[CH:5]=[C:6]([F:33])[C:7]([O:8][C:9]([C:12]2[N:13]([CH:27]([CH3:29])[CH3:28])[C:14]([C:17]3[CH:18]=[C:19]4[C:23](=[CH:24][CH:25]=3)[C:22](=[O:26])[N:21]([CH3:35])[CH2:20]4)=[N:15][N:16]=2)([CH3:10])[CH3:11])=[C:30]([F:32])[CH:31]=1. The catalyst class is: 3. (10) Reactant: [Cl:1][C:2]1[CH:18]=[CH:17][C:5]2[CH2:6][CH2:7][N:8](C(=O)C(F)(F)F)[CH2:9][CH2:10][C:4]=2[C:3]=1[N:19]([C:21]1[CH:35]=[CH:34][C:24]2[C:25]([C:28]3[CH:33]=[CH:32][CH:31]=[CH:30][CH:29]=3)=[CH:26][S:27][C:23]=2[CH:22]=1)[CH3:20]. Product: [ClH:1].[Cl:1][C:2]1[CH:18]=[CH:17][C:5]2[CH2:6][CH2:7][NH:8][CH2:9][CH2:10][C:4]=2[C:3]=1[N:19]([C:21]1[CH:35]=[CH:34][C:24]2[C:25]([C:28]3[CH:29]=[CH:30][CH:31]=[CH:32][CH:33]=3)=[CH:26][S:27][C:23]=2[CH:22]=1)[CH3:20]. The catalyst class is: 547.